From a dataset of Full USPTO retrosynthesis dataset with 1.9M reactions from patents (1976-2016). Predict the reactants needed to synthesize the given product. (1) Given the product [Br:1][C:2]1[C:7]([C:8]([NH:59][NH:58][C:50](=[O:57])[C:51]2[CH:56]=[CH:55][N:54]=[CH:53][CH:52]=2)=[O:10])=[CH:6][C:5]([NH:11][C:12]([NH:14][CH2:15][CH3:16])=[O:13])=[N:4][CH:3]=1, predict the reactants needed to synthesize it. The reactants are: [Br:1][C:2]1[C:7]([C:8]([OH:10])=O)=[CH:6][C:5]([NH:11][C:12]([NH:14][CH2:15][CH3:16])=[O:13])=[N:4][CH:3]=1.CN(C(ON1N=NC2C=CC=NC1=2)=[N+](C)C)C.F[P-](F)(F)(F)(F)F.CCN(C(C)C)C(C)C.[C:50]([NH:58][NH2:59])(=[O:57])[C:51]1[CH:56]=[CH:55][N:54]=[CH:53][CH:52]=1.Cl. (2) Given the product [Br:20][C:3]1[N:2]([CH3:1])[C:6]([C:7]([NH:9][CH2:10][CH2:11][N:12]2[CH2:17][CH2:16][O:15][CH2:14][CH2:13]2)=[O:8])=[CH:5][N:4]=1, predict the reactants needed to synthesize it. The reactants are: [CH3:1][N:2]1[C:6]([C:7]([NH:9][CH2:10][CH2:11][N:12]2[CH2:17][CH2:16][O:15][CH2:14][CH2:13]2)=[O:8])=[CH:5][N:4]=[CH:3]1.N#C[Br:20].[Al]. (3) Given the product [CH3:1][C:2]1([CH3:13])[O:3][C:4]2=[CH:5][C:6]3[C:16]([CH3:15])=[CH:17][C:18]([CH3:19])=[N:12][C:7]=3[CH:8]=[C:9]2[CH:10]=[CH:11]1, predict the reactants needed to synthesize it. The reactants are: [CH3:1][C:2]1([CH3:13])[CH:11]=[CH:10][C:9]2[C:4](=[CH:5][CH:6]=[C:7]([NH2:12])[CH:8]=2)[O:3]1.Cl.[CH3:15][C:16](=O)[CH:17]=[CH:18][CH3:19].C(=O)([O-])[O-].[Na+].[Na+]. (4) Given the product [NH:3]1[C:4]2[CH:9]=[CH:8][CH:7]=[CH:6][C:5]=2[N:1]=[C:2]1[NH:10][C:11]([N:33]1[CH2:34][CH2:35][N:30]([C:28]2[S:27][N:26]=[C:25]([C:19]3[CH:24]=[CH:23][CH:22]=[CH:21][CH:20]=3)[N:29]=2)[CH2:31][CH2:32]1)=[O:18], predict the reactants needed to synthesize it. The reactants are: [NH:1]1[C:5]2[CH:6]=[CH:7][CH:8]=[CH:9][C:4]=2[N:3]=[C:2]1[NH:10][C:11](=[O:18])OCC(Cl)(Cl)Cl.[C:19]1([C:25]2[N:29]=[C:28]([N:30]3[CH2:35][CH2:34][NH:33][CH2:32][CH2:31]3)[S:27][N:26]=2)[CH:24]=[CH:23][CH:22]=[CH:21][CH:20]=1.C(N(C(C)C)CC)(C)C.O. (5) Given the product [Cl:8][C:4]1[CH:5]=[CH:6][CH:7]=[C:2]([Cl:1])[C:3]=1[C:9]1[N:13]=[C:12]([C:14]2[CH:19]=[CH:18][CH:17]=[C:16]([NH2:20])[CH:15]=2)[O:11][N:10]=1, predict the reactants needed to synthesize it. The reactants are: [Cl:1][C:2]1[CH:7]=[CH:6][CH:5]=[C:4]([Cl:8])[C:3]=1[C:9]1[N:13]=[C:12]([C:14]2[CH:19]=[CH:18][CH:17]=[C:16]([N+:20]([O-])=O)[CH:15]=2)[O:11][N:10]=1.O.O.[Sn](Cl)Cl.[Sn](Cl)Cl. (6) Given the product [Br:1][C:2]1[CH:3]=[CH:4][C:5]([O:8][CH:19]([CH3:20])[CH3:9])=[N:6][CH:7]=1, predict the reactants needed to synthesize it. The reactants are: [Br:1][C:2]1[CH:3]=[CH:4][C:5](=[O:8])[NH:6][CH:7]=1.[C:9](=O)([O-])[O-].[K+].[K+].C(O[CH2:19][CH3:20])(=O)C. (7) Given the product [C:37]([O:41][C:42]([N:44]1[CH2:49][CH2:48][CH:47]([CH2:50][CH2:51][CH2:52][CH2:53][C:54]2[CH:55]=[CH:56][C:57]([C:60](=[O:62])[NH:4][CH2:1][CH3:2])=[CH:58][CH:59]=2)[CH2:46][CH2:45]1)=[O:43])([CH3:38])([CH3:39])[CH3:40], predict the reactants needed to synthesize it. The reactants are: [CH:1]([N:4](C(C)C)CC)(C)[CH3:2].C(N)C.CN(C(ON1N=NC2C=CC=CC1=2)=[N+](C)C)C.F[P-](F)(F)(F)(F)F.[C:37]([O:41][C:42]([N:44]1[CH2:49][CH2:48][CH:47]([CH2:50][CH2:51][CH2:52][CH2:53][C:54]2[CH:59]=[CH:58][C:57]([C:60]([OH:62])=O)=[CH:56][CH:55]=2)[CH2:46][CH2:45]1)=[O:43])([CH3:40])([CH3:39])[CH3:38]. (8) Given the product [Br:1][C:2]1[CH:7]=[C:6]([CH:8]([CH3:9])[CH3:10])[CH:5]=[CH:4][C:3]=1[N:11]([CH2:27][CH3:28])[C:12]1[N:13]=[C:14]([CH3:26])[C:15]2[CH:20]=[CH:19][N:18]([CH:21]([CH2:24][CH3:25])[CH2:22][CH3:23])[C:16]=2[N:17]=1, predict the reactants needed to synthesize it. The reactants are: [Br:1][C:2]1[CH:7]=[C:6]([CH:8]([CH3:10])[CH3:9])[CH:5]=[CH:4][C:3]=1[N:11]([CH2:27][CH3:28])[C:12]1[N:13]=[C:14]([CH3:26])[C:15]2[CH2:20][CH2:19][N:18]([CH:21]([CH2:24][CH3:25])[CH2:22][CH3:23])[C:16]=2[N:17]=1.